This data is from Forward reaction prediction with 1.9M reactions from USPTO patents (1976-2016). The task is: Predict the product of the given reaction. (1) The product is: [CH2:24]([O:25][C:26](=[O:21])[CH:22]=[C:11]1[CH2:10][CH2:9][N:8]([C:13]([O:15][C:16]([CH3:19])([CH3:18])[CH3:17])=[O:14])[CH2:7][C:6]1([F:20])[F:5])[CH3:23]. Given the reactants N#N.[H-].[Na+].[F:5][C:6]1([F:20])[C:11](=O)[CH2:10][CH2:9][N:8]([C:13]([O:15][C:16]([CH3:19])([CH3:18])[CH3:17])=[O:14])[CH2:7]1.[OH2:21].[CH2:22]1[CH2:26][O:25][CH2:24][CH2:23]1, predict the reaction product. (2) Given the reactants [CH:1](NC(C)C)(C)[CH3:2].C([Li])CCC.[CH2:13]([O:15][C:16](=[O:25])[CH2:17][C:18]1[CH:23]=[CH:22][C:21]([Cl:24])=[CH:20][CH:19]=1)[CH3:14].C(=O)=O.CC(C)=O.ICC.[NH4+].[Cl-], predict the reaction product. The product is: [CH2:13]([O:15][C:16](=[O:25])[CH:17]([C:18]1[CH:23]=[CH:22][C:21]([Cl:24])=[CH:20][CH:19]=1)[CH2:1][CH3:2])[CH3:14].